From a dataset of Catalyst prediction with 721,799 reactions and 888 catalyst types from USPTO. Predict which catalyst facilitates the given reaction. (1) Reactant: [CH2:1]([O:3][C:4]([N:6]1[CH2:11][CH2:10][N:9]([C:12](=[O:52])[C@@H:13]([NH:22][C:23]([C:25]2[CH:29]=[C:28]([O:30][CH2:31][C:32]([N:34]3[CH2:38][CH2:37][CH2:36][C@H:35]3[C:39](=[O:45])[NH:40][CH:41]3[CH2:44][CH2:43][CH2:42]3)=[O:33])[N:27]([C:46]3[CH:51]=[CH:50][CH:49]=[CH:48][CH:47]=3)[N:26]=2)=[O:24])[CH2:14][CH:15]2[CH2:19][O:18]C(C)(C)[O:16]2)[CH2:8][CH2:7]1)=[O:5])[CH3:2].C1(C)C=CC(S([O-])(=O)=O)=CC=1.[NH+]1C=CC=CC=1. Product: [CH2:1]([O:3][C:4]([N:6]1[CH2:11][CH2:10][N:9]([C:12](=[O:52])[C@@H:13]([NH:22][C:23]([C:25]2[CH:29]=[C:28]([O:30][CH2:31][C:32]([N:34]3[CH2:38][CH2:37][CH2:36][C@H:35]3[C:39](=[O:45])[NH:40][CH:41]3[CH2:42][CH2:43][CH2:44]3)=[O:33])[N:27]([C:46]3[CH:51]=[CH:50][CH:49]=[CH:48][CH:47]=3)[N:26]=2)=[O:24])[CH2:14][CH:15]([OH:16])[CH2:19][OH:18])[CH2:8][CH2:7]1)=[O:5])[CH3:2]. The catalyst class is: 5. (2) Reactant: Cl[C:2]1[N:7]([CH3:8])[C:6](=[O:9])[CH:5]=[C:4]([C:10]2[CH:15]=[CH:14][N:13]=[CH:12][N:11]=2)[N:3]=1.[F:16][C:17]1[CH:22]=[CH:21][C:20]([CH:23]2[CH2:28][NH:27][CH2:26][CH2:25][NH:24]2)=[C:19]([O:29][CH3:30])[CH:18]=1.C(N(CC)CC)C. Product: [F:16][C:17]1[CH:22]=[CH:21][C:20]([CH:23]2[CH2:28][N:27]([C:2]3[N:7]([CH3:8])[C:6](=[O:9])[CH:5]=[C:4]([C:10]4[CH:15]=[CH:14][N:13]=[CH:12][N:11]=4)[N:3]=3)[CH2:26][CH2:25][NH:24]2)=[C:19]([O:29][CH3:30])[CH:18]=1. The catalyst class is: 9. (3) Reactant: C(OC(=O)[NH:7][CH:8]1[CH2:10][CH:9]1[C:11]1[S:12][CH:13]=[C:14]([C:16](=[O:24])[NH:17][CH:18]2[CH2:23][CH2:22][O:21][CH2:20][CH2:19]2)[CH:15]=1)(C)(C)C.[ClH:26].C(OCC)(=O)C. Product: [ClH:26].[NH2:7][C@@H:8]1[CH2:10][C@H:9]1[C:11]1[S:12][CH:13]=[C:14]([C:16]([NH:17][CH:18]2[CH2:19][CH2:20][O:21][CH2:22][CH2:23]2)=[O:24])[CH:15]=1. The catalyst class is: 13.